Dataset: NCI-60 drug combinations with 297,098 pairs across 59 cell lines. Task: Regression. Given two drug SMILES strings and cell line genomic features, predict the synergy score measuring deviation from expected non-interaction effect. (1) Drug 1: COC1=C2C(=CC3=C1OC=C3)C=CC(=O)O2. Drug 2: CC12CCC3C(C1CCC2OP(=O)(O)O)CCC4=C3C=CC(=C4)OC(=O)N(CCCl)CCCl.[Na+]. Cell line: OVCAR-8. Synergy scores: CSS=3.08, Synergy_ZIP=0.593, Synergy_Bliss=2.66, Synergy_Loewe=-1.95, Synergy_HSA=-1.22. (2) Drug 1: C1CN(CCN1C(=O)CCBr)C(=O)CCBr. Drug 2: C1CCC(C(C1)N)N.C(=O)(C(=O)[O-])[O-].[Pt+4]. Cell line: TK-10. Synergy scores: CSS=32.7, Synergy_ZIP=-3.75, Synergy_Bliss=1.87, Synergy_Loewe=2.36, Synergy_HSA=2.85. (3) Drug 1: C1=CC=C(C=C1)NC(=O)CCCCCCC(=O)NO. Drug 2: C(CCl)NC(=O)N(CCCl)N=O. Cell line: HCC-2998. Synergy scores: CSS=2.39, Synergy_ZIP=2.78, Synergy_Bliss=7.70, Synergy_Loewe=-0.204, Synergy_HSA=1.55. (4) Drug 1: CC1=CC=C(C=C1)C2=CC(=NN2C3=CC=C(C=C3)S(=O)(=O)N)C(F)(F)F. Drug 2: CC1CCCC2(C(O2)CC(NC(=O)CC(C(C(=O)C(C1O)C)(C)C)O)C(=CC3=CSC(=N3)C)C)C. Cell line: SNB-75. Synergy scores: CSS=44.0, Synergy_ZIP=2.21, Synergy_Bliss=0.325, Synergy_Loewe=-30.7, Synergy_HSA=1.55. (5) Drug 1: CC(C)NC(=O)C1=CC=C(C=C1)CNNC.Cl. Drug 2: CC12CCC3C(C1CCC2OP(=O)(O)O)CCC4=C3C=CC(=C4)OC(=O)N(CCCl)CCCl.[Na+]. Cell line: ACHN. Synergy scores: CSS=12.9, Synergy_ZIP=-3.17, Synergy_Bliss=0.954, Synergy_Loewe=-3.34, Synergy_HSA=-2.67. (6) Drug 1: C1CCC(CC1)NC(=O)N(CCCl)N=O. Drug 2: CN(CCCl)CCCl.Cl. Cell line: OVCAR3. Synergy scores: CSS=19.2, Synergy_ZIP=-1.80, Synergy_Bliss=1.61, Synergy_Loewe=0.340, Synergy_HSA=0.984. (7) Drug 1: CC(C)NC(=O)C1=CC=C(C=C1)CNNC.Cl. Drug 2: CC1C(C(CC(O1)OC2CC(CC3=C2C(=C4C(=C3O)C(=O)C5=C(C4=O)C(=CC=C5)OC)O)(C(=O)CO)O)N)O.Cl. Cell line: K-562. Synergy scores: CSS=39.2, Synergy_ZIP=2.33, Synergy_Bliss=-1.77, Synergy_Loewe=-6.34, Synergy_HSA=-0.603.